Dataset: Full USPTO retrosynthesis dataset with 1.9M reactions from patents (1976-2016). Task: Predict the reactants needed to synthesize the given product. (1) Given the product [CH2:1]([O:3][C:4]([N:6]1[C:15]2[C:10](=[CH:11][C:12]([C:16]([F:17])([F:18])[F:19])=[CH:13][CH:14]=2)[CH:9]([CH:20]([C:25]2[CH:26]=[C:27]([C:35]([F:36])([F:37])[F:38])[CH:28]=[C:29]([C:31]([F:33])([F:32])[F:34])[CH:30]=2)[C:21]([OH:23])=[O:22])[CH2:8][CH:7]1[CH2:39][CH3:40])=[O:5])[CH3:2], predict the reactants needed to synthesize it. The reactants are: [CH2:1]([O:3][C:4]([N:6]1[C:15]2[C:10](=[CH:11][C:12]([C:16]([F:19])([F:18])[F:17])=[CH:13][CH:14]=2)[CH:9]([CH:20]([C:25]2[CH:30]=[C:29]([C:31]([F:34])([F:33])[F:32])[CH:28]=[C:27]([C:35]([F:38])([F:37])[F:36])[CH:26]=2)[C:21]([O:23]C)=[O:22])[CH2:8][CH:7]1[CH2:39][CH3:40])=[O:5])[CH3:2].[OH-].[Na+].Cl. (2) Given the product [OH:31][NH:32][C:26](=[NH:27])[C:25]1[CH:28]=[CH:29][C:22]([N:4]2[CH2:5][CH2:6][N:7]([C:8]3[N:9]([CH3:21])[C:10](=[O:20])[CH:11]=[C:12]([C:14]4[CH:19]=[CH:18][N:17]=[CH:16][N:15]=4)[N:13]=3)[C@H:2]([CH3:1])[CH2:3]2)=[CH:23][CH:24]=1, predict the reactants needed to synthesize it. The reactants are: [CH3:1][C@H:2]1[N:7]([C:8]2[N:9]([CH3:21])[C:10](=[O:20])[CH:11]=[C:12]([C:14]3[CH:19]=[CH:18][N:17]=[CH:16][N:15]=3)[N:13]=2)[CH2:6][CH2:5][N:4]([C:22]2[CH:29]=[CH:28][C:25]([C:26]#[N:27])=[CH:24][CH:23]=2)[CH2:3]1.[Cl-].[OH:31][NH3+:32].C(=O)([O-])[O-].[Na+].[Na+]. (3) Given the product [CH2:7]([O:6][C:4](=[O:5])[CH2:3][C:2]1[N:20]=[CH:19][S:21][C:9]=1[C:10]([O:12][CH2:13][CH3:14])=[O:11])[CH3:8], predict the reactants needed to synthesize it. The reactants are: O=[C:2]([CH2:9][C:10]([O:12][CH2:13][CH3:14])=[O:11])[CH2:3][C:4]([O:6][CH2:7][CH3:8])=[O:5].S(Cl)(Cl)=O.[CH:19](=[S:21])[NH2:20]. (4) Given the product [CH2:9]1[C:10]2[C:15](=[CH:14][C:13]([O:18][C:19]3[CH:24]=[CH:23][C:22]([C:25]([NH2:26])=[O:27])=[CH:21][N:20]=3)=[CH:12][CH:11]=2)[CH2:16][CH2:17][NH:8]1, predict the reactants needed to synthesize it. The reactants are: C(OC([N:8]1[CH2:17][CH2:16][C:15]2[C:10](=[CH:11][CH:12]=[C:13]([O:18][C:19]3[CH:24]=[CH:23][C:22]([C:25](=[O:27])[NH2:26])=[CH:21][N:20]=3)[CH:14]=2)[CH2:9]1)=O)(C)(C)C.C(Cl)Cl.C(O)(C(F)(F)F)=O.C([O-])([O-])=O.[K+].[K+].